From a dataset of Forward reaction prediction with 1.9M reactions from USPTO patents (1976-2016). Predict the product of the given reaction. The product is: [N:5].[C:18]([NH:21][C:22]1[CH:27]=[CH:26][CH:25]=[CH:24][CH:23]=1)(=[O:20])[CH3:19]. Given the reactants FC(F)(F)C([NH:5]C1C=CC(CC(O)=O)=CC=1)=O.[C:18]([NH:21][C:22]1[CH:27]=[CH:26][C:25](CC(O)=O)=[CH:24][CH:23]=1)(=[O:20])[CH3:19].N1C=CC(=O)NC1=O, predict the reaction product.